This data is from Forward reaction prediction with 1.9M reactions from USPTO patents (1976-2016). The task is: Predict the product of the given reaction. (1) Given the reactants [C:1]([O:5][C:6]([N:8]1[CH2:13][CH2:12][CH2:11][CH:10]([CH2:14][CH2:15][OH:16])[CH2:9]1)=[O:7])([CH3:4])([CH3:3])[CH3:2].C(OC(N1CCCC(CO[C:32]2[CH:37]=[CH:36][CH:35]=[CH:34][C:33]=2[Cl:38])C1)=O)(C)(C)C, predict the reaction product. The product is: [C:1]([O:5][C:6]([N:8]1[CH2:13][CH2:12][CH2:11][CH:10]([CH2:14][CH2:15][O:16][C:32]2[CH:37]=[CH:36][CH:35]=[CH:34][C:33]=2[Cl:38])[CH2:9]1)=[O:7])([CH3:4])([CH3:3])[CH3:2]. (2) Given the reactants [C:1]([O:5][C:6]([N:8]1[CH2:13][CH2:12][O:11][CH:10]([C:14]([OH:16])=O)[CH2:9]1)=[O:7])([CH3:4])([CH3:3])[CH3:2].[NH2:17][C:18]1[CH:19]=[C:20]([NH:28][C:29]2[N:38]=[CH:37][C:36]3[N:35]([CH3:39])[C:34](=[O:40])[CH2:33][N:32]([CH:41]([CH3:43])[CH3:42])[C:31]=3[N:30]=2)[CH:21]=[C:22]([S:24]([CH3:27])(=[O:26])=[O:25])[CH:23]=1, predict the reaction product. The product is: [C:1]([O:5][C:6]([N:8]1[CH2:13][CH2:12][O:11][CH:10]([C:14](=[O:16])[NH:17][C:18]2[CH:23]=[C:22]([S:24]([CH3:27])(=[O:25])=[O:26])[CH:21]=[C:20]([NH:28][C:29]3[N:38]=[CH:37][C:36]4[N:35]([CH3:39])[C:34](=[O:40])[CH2:33][N:32]([CH:41]([CH3:43])[CH3:42])[C:31]=4[N:30]=3)[CH:19]=2)[CH2:9]1)=[O:7])([CH3:2])([CH3:3])[CH3:4]. (3) Given the reactants [N:1]1[CH:6]=[CH:5][CH:4]=[CH:3][C:2]=1[C:7]1[O:8][C:9]2[CH2:10][NH:11][CH2:12][CH2:13][CH2:14][C:15]=2[N:16]=1.Br[C:18]1[CH:19]=[C:20]([CH:23]=[C:24]([F:26])[CH:25]=1)[C:21]#[N:22].CC1(C)C2C(=C(P(C3C=CC=CC=3)C3C=CC=CC=3)C=CC=2)OC2C(P(C3C=CC=CC=3)C3C=CC=CC=3)=CC=CC1=2.C([O-])([O-])=O.[Cs+].[Cs+], predict the reaction product. The product is: [F:26][C:24]1[CH:23]=[C:20]([CH:19]=[C:18]([N:11]2[CH2:12][CH2:13][CH2:14][C:15]3[N:16]=[C:7]([C:2]4[CH:3]=[CH:4][CH:5]=[CH:6][N:1]=4)[O:8][C:9]=3[CH2:10]2)[CH:25]=1)[C:21]#[N:22]. (4) Given the reactants [F:1][C:2]1[C:6]([C:7]2[CH:8]=[N:9][CH:10]=[CH:11][CH:12]=2)=[N:5][N:4]2[CH:13]=[CH:14][N:15]([C:16]3[CH:17]=[C:18]([CH:20]=[CH:21][C:22]=3[CH3:23])[NH2:19])[C:3]=12.[C:24]([C:26]1[CH:27]=[C:28]([CH:32]=[C:33]([S:35]([F:40])([F:39])([F:38])([F:37])[F:36])[CH:34]=1)[C:29](O)=[O:30])#[N:25], predict the reaction product. The product is: [C:24]([C:26]1[CH:27]=[C:28]([CH:32]=[C:33]([S:35]([F:39])([F:40])([F:36])([F:37])[F:38])[CH:34]=1)[C:29]([NH:19][C:18]1[CH:20]=[CH:21][C:22]([CH3:23])=[C:16]([N:15]2[C:3]3[N:4]([N:5]=[C:6]([C:7]4[CH:8]=[N:9][CH:10]=[CH:11][CH:12]=4)[C:2]=3[F:1])[CH:13]=[CH:14]2)[CH:17]=1)=[O:30])#[N:25]. (5) Given the reactants C(NC(C)C)(C)C.C([Li])CCC.CCCCCC.[N:19]1([C:30]([O:32][C:33]([CH3:36])([CH3:35])[CH3:34])=[O:31])[CH2:24][CH2:23][CH:22]([C:25]([O:27][CH2:28][CH3:29])=[O:26])[CH2:21][CH2:20]1.Br[CH2:38][CH2:39][CH2:40][O:41][CH2:42][C:43]1[CH:48]=[CH:47][CH:46]=[CH:45][CH:44]=1.Cl, predict the reaction product. The product is: [CH2:42]([O:41][CH2:40][CH2:39][CH2:38][C:22]1([C:25]([O:27][CH2:28][CH3:29])=[O:26])[CH2:21][CH2:20][N:19]([C:30]([O:32][C:33]([CH3:35])([CH3:34])[CH3:36])=[O:31])[CH2:24][CH2:23]1)[C:43]1[CH:48]=[CH:47][CH:46]=[CH:45][CH:44]=1. (6) Given the reactants F[C:2]1[CH:7]=[C:6]([N+:8]([O-:10])=[O:9])[CH:5]=[CH:4][C:3]=1[N:11]1[CH2:15][CH2:14][CH2:13][C@@H:12]1[CH2:16][OH:17].[H-].[Na+], predict the reaction product. The product is: [N+:8]([C:6]1[CH:5]=[CH:4][C:3]2[N:11]3[CH2:15][CH2:14][CH2:13][C@@H:12]3[CH2:16][O:17][C:2]=2[CH:7]=1)([O-:10])=[O:9]. (7) Given the reactants Br[C:2]1[C:3]([NH2:8])=[N:4][CH:5]=[CH:6][N:7]=1.[CH3:9][S:10]([C:13]1[CH:18]=[CH:17][C:16](B(O)O)=[CH:15][CH:14]=1)(=[O:12])=[O:11].[O-]P([O-])([O-])=O.[K+].[K+].[K+].O, predict the reaction product. The product is: [CH3:9][S:10]([C:13]1[CH:18]=[CH:17][C:16]([C:6]2[N:7]=[CH:2][C:3]([NH2:8])=[N:4][CH:5]=2)=[CH:15][CH:14]=1)(=[O:12])=[O:11].